This data is from Full USPTO retrosynthesis dataset with 1.9M reactions from patents (1976-2016). The task is: Predict the reactants needed to synthesize the given product. Given the product [ClH:17].[NH2:16][C:15]1[C:4]2[C:3](=[C:2]([Br:1])[CH:7]=[CH:6][CH:5]=2)[N:8]=[N:9][C:10]=1[C:11]([NH:13][CH3:14])=[O:12], predict the reactants needed to synthesize it. The reactants are: [Br:1][C:2]1[CH:7]=[CH:6][CH:5]=[CH:4][C:3]=1[NH:8][N:9]=[C:10]([C:15]#[N:16])[C:11]([NH:13][CH3:14])=[O:12].[Cl-:17].[Al+3].[Cl-].[Cl-].Cl.